This data is from CYP3A4 inhibition data for predicting drug metabolism from PubChem BioAssay. The task is: Regression/Classification. Given a drug SMILES string, predict its absorption, distribution, metabolism, or excretion properties. Task type varies by dataset: regression for continuous measurements (e.g., permeability, clearance, half-life) or binary classification for categorical outcomes (e.g., BBB penetration, CYP inhibition). Dataset: cyp3a4_veith. (1) The compound is COCCNc1nc(-c2ccc(N(C)C)cc2)nc2ccccc12. The result is 1 (inhibitor). (2) The molecule is C[C@H](O/N=C1\[C@@H]2CCn3c(=O)n(-c4ccccc4)c(=O)n3[C@H]2[C@H](O)[C@H]2O[C@H]12)c1cn([C@H]2COC[C@H]2O)nn1. The result is 0 (non-inhibitor). (3) The molecule is COCC(=O)N1CCC2(CC1)CN(Cc1cc(C(F)(F)F)cc(C(F)(F)F)c1)C2. The result is 0 (non-inhibitor). (4) The compound is CC1Cc2ccccc2N1C(=O)CN1C(=O)COc2ccccc21. The result is 0 (non-inhibitor). (5) The result is 0 (non-inhibitor). The molecule is CC(C)(CCP(=O)(O)O)C(=O)O. (6) The molecule is Cc1ccc(OC(=O)c2cccc(C(=O)Oc3ccc(C)cn3)n2)nc1. The result is 0 (non-inhibitor). (7) The compound is N#C[C@H]1CN[C@H](N)N[C@@H]1N. The result is 0 (non-inhibitor). (8) The drug is COC(=O)[C@@]1(Cc2ccccc2)[C@H]2c3cc(C(=O)N(C)C)[nH]c3C[C@H]2CN1C(=O)c1ccccc1. The result is 1 (inhibitor). (9) The drug is CN(C)c1ncc2nc(-c3ccc(Cl)cc3)c(=O)n(Cc3cccs3)c2n1. The result is 0 (non-inhibitor).